From a dataset of Forward reaction prediction with 1.9M reactions from USPTO patents (1976-2016). Predict the product of the given reaction. (1) Given the reactants C([O-])([O-])=O.[Na+].[Na+].Cl.C(O[CH:11]=[NH:12])C.[Cl:13][C:14]1[CH:19]=[CH:18][CH:17]=[CH:16][C:15]=1[C:20]1[CH:21]=[C:22]([NH2:25])[NH:23][N:24]=1.[C:26]([OH:29])(=[O:28])[CH3:27], predict the reaction product. The product is: [C:26]([OH:29])(=[O:28])[CH3:27].[Cl:13][C:14]1[CH:19]=[CH:18][CH:17]=[CH:16][C:15]=1[C:20]1[CH:21]=[C:22]([NH:25][CH:11]=[NH:12])[NH:23][N:24]=1. (2) Given the reactants CC1[N:3]([C:8]2[N:13]=[C:12]([C:14]3[CH:19]=[C:18]([CH2:20][CH3:21])[C:17]([OH:22])=[CH:16][C:15]=3[O:23][CH3:24])[CH:11]=[CH:10][CH:9]=2)C(C)=CC=1.Cl.NO.C(OCC)(=O)C.CCCCCC, predict the reaction product. The product is: [NH2:3][C:8]1[N:13]=[C:12]([C:14]2[C:15]([O:23][CH3:24])=[CH:16][C:17]([OH:22])=[C:18]([CH2:20][CH3:21])[CH:19]=2)[CH:11]=[CH:10][CH:9]=1. (3) Given the reactants S.[C:2]([O:6][C:7]([N:9]1[CH2:14][CH2:13][CH:12]([O:15][C:16]2[CH:21]=[CH:20][C:19]([N:22]([CH2:35][C:36]3[N:40]([CH2:41][C:42](=[O:52])[NH:43][C@H:44]([C:46]4[CH:51]=[CH:50][CH:49]=[CH:48][CH:47]=4)[CH3:45])[C:39]4[CH:53]=[CH:54][C:55]([C:57]#[N:58])=[CH:56][C:38]=4[N:37]=3)[C:23](=[O:34])[C:24]3[CH:29]=[CH:28][C:27]([C:30]([O:32][CH3:33])=[O:31])=[CH:26][CH:25]=3)=[CH:18][CH:17]=2)[CH2:11][CH2:10]1)=[O:8])([CH3:5])([CH3:4])[CH3:3].[N:59]1C=CC(CCN)=C(CCN)C=1CCN, predict the reaction product. The product is: [C:2]([O:6][C:7]([N:9]1[CH2:14][CH2:13][CH:12]([O:15][C:16]2[CH:17]=[CH:18][C:19]([N:22]([CH2:35][C:36]3[N:40]([CH2:41][C:42](=[O:52])[NH:43][C@H:44]([C:46]4[CH:51]=[CH:50][CH:49]=[CH:48][CH:47]=4)[CH3:45])[C:39]4[CH:53]=[CH:54][C:55]([C:57]([NH2:59])=[NH:58])=[CH:56][C:38]=4[N:37]=3)[C:23](=[O:34])[C:24]3[CH:25]=[CH:26][C:27]([C:30]([O:32][CH3:33])=[O:31])=[CH:28][CH:29]=3)=[CH:20][CH:21]=2)[CH2:11][CH2:10]1)=[O:8])([CH3:3])([CH3:4])[CH3:5]. (4) The product is: [O:1]=[C:2]1[CH2:7][O:6][C:5]2[N:8]=[C:9]([C:18]3[CH:23]=[CH:22][C:21]([C:24]4([NH:28][C:29](=[O:35])[O:30][C:31]([CH3:32])([CH3:34])[CH3:33])[CH2:25][CH2:26][CH2:27]4)=[CH:20][CH:19]=3)[C:10]([C:12]3[CH:13]=[CH:14][CH:15]=[CH:16][CH:17]=3)=[CH:11][C:4]=2[N:3]1[CH2:43][C:44]([F:47])([F:46])[F:45]. Given the reactants [O:1]=[C:2]1[CH2:7][O:6][C:5]2[N:8]=[C:9]([C:18]3[CH:23]=[CH:22][C:21]([C:24]4([NH:28][C:29](=[O:35])[O:30][C:31]([CH3:34])([CH3:33])[CH3:32])[CH2:27][CH2:26][CH2:25]4)=[CH:20][CH:19]=3)[C:10]([C:12]3[CH:17]=[CH:16][CH:15]=[CH:14][CH:13]=3)=[CH:11][C:4]=2[NH:3]1.C(=O)([O-])[O-].[K+].[K+].Br[CH2:43][C:44]([F:47])([F:46])[F:45], predict the reaction product. (5) Given the reactants [NH2:1][C:2]1[N:7]=[C:6]([C@@H:8]([NH:18][C:19](=[O:31])[CH2:20][C:21]2[C:29]3[C:24](=[CH:25][CH:26]=[C:27]([F:30])[CH:28]=3)[NH:23][CH:22]=2)[CH2:9][C:10]2[CH:15]=[C:14]([F:16])[CH:13]=[C:12]([F:17])[CH:11]=2)[C:5]([C:32]2[CH:33]=[CH:34][C:35](F)=[C:36]([CH:40]=2)C(N)=O)=[CH:4][CH:3]=1.NC1N=C(C(NC(=O)CC2C3C(=CC=C(F)C=3)NC=2)CC2C=C(F)C=C(F)C=2)C(Br)=CC=1.[S:74](C1C=C(B(O)O)C=CC=1)(=[O:77])(=[O:76])[NH2:75], predict the reaction product. The product is: [NH2:1][C:2]1[N:7]=[C:6]([CH:8]([NH:18][C:19](=[O:31])[CH2:20][C:21]2[C:29]3[C:24](=[CH:25][CH:26]=[C:27]([F:30])[CH:28]=3)[NH:23][CH:22]=2)[CH2:9][C:10]2[CH:15]=[C:14]([F:16])[CH:13]=[C:12]([F:17])[CH:11]=2)[C:5]([C:32]2[CH:33]=[CH:34][CH:35]=[C:36]([S:74](=[O:77])(=[O:76])[NH2:75])[CH:40]=2)=[CH:4][CH:3]=1. (6) Given the reactants [Br:1][C:2]1[C:3]([C:8]2[NH:12][CH:11]=[N:10][N:9]=2)=[C:4]([NH2:7])[S:5][CH:6]=1.[CH:13]1[C:22]2[C:17](=[CH:18][CH:19]=[CH:20][CH:21]=2)[C:16]([CH2:23][C:24](O)=[O:25])=[CH:15][N:14]=1.CCN(C(C)C)C(C)C.CN(C(ON1N=NC2C=CC=CC1=2)=[N+](C)C)C.F[P-](F)(F)(F)(F)F, predict the reaction product. The product is: [Br:1][C:2]1[C:3]([C:8]2[NH:12][CH:11]=[N:10][N:9]=2)=[C:4]([NH:7][C:24](=[O:25])[CH2:23][C:16]2[C:17]3[C:22](=[CH:21][CH:20]=[CH:19][CH:18]=3)[CH:13]=[N:14][CH:15]=2)[S:5][CH:6]=1.